From a dataset of Reaction yield outcomes from USPTO patents with 853,638 reactions. Predict the reaction yield, written as a fraction of the theoretical maximum amount of product (1.0 means a 100% yield; for example, 0.34 means a 34% yield). (1) The reactants are Br[C:2]1[CH:33]=[CH:32][C:5]([CH2:6][CH:7]2[C:16]3[C:11](=[CH:12][C:13]([O:17][CH2:18][C:19]4[CH:24]=[CH:23][CH:22]=[CH:21][CH:20]=4)=[CH:14][CH:15]=3)[CH2:10][CH2:9][N:8]2[C:25]2[CH:30]=[CH:29][C:28]([F:31])=[CH:27][CH:26]=2)=[CH:4][CH:3]=1.[CH3:34][N:35]([CH3:55])[C:36]1[CH:41]=[CH:40][C:39]([Sn](CCCC)(CCCC)CCCC)=[CH:38][N:37]=1. No catalyst specified. The product is [CH3:34][N:35]([CH3:55])[C:36]1[N:37]=[CH:38][C:39]([C:2]2[CH:3]=[CH:4][C:5]([CH2:6][CH:7]3[C:16]4[C:11](=[CH:12][C:13]([O:17][CH2:18][C:19]5[CH:20]=[CH:21][CH:22]=[CH:23][CH:24]=5)=[CH:14][CH:15]=4)[CH2:10][CH2:9][N:8]3[C:25]3[CH:30]=[CH:29][C:28]([F:31])=[CH:27][CH:26]=3)=[CH:32][CH:33]=2)=[CH:40][CH:41]=1. The yield is 0.900. (2) The reactants are [F:1][C:2]1[CH:7]=[C:6]([F:8])[CH:5]=[CH:4][C:3]=1[N+:9]([O-:11])=[O:10].[Li+].[Cl-].C([Cu])#N.[C:17](Cl)(=[O:24])[C:18]1[CH:23]=[CH:22][CH:21]=[CH:20][CH:19]=1.[NH4+].[Cl-]. The catalyst is C1COCC1. The product is [F:1][C:2]1[C:3]([N+:9]([O-:11])=[O:10])=[CH:4][CH:5]=[C:6]([F:8])[C:7]=1[C:17]([C:18]1[CH:23]=[CH:22][CH:21]=[CH:20][CH:19]=1)=[O:24]. The yield is 0.840. (3) The reactants are [CH2:1]([O:3][C:4](=[O:12])[C:5]([F:11])([F:10])[CH:6]([OH:9])[CH2:7][CH3:8])[CH3:2].C(Cl)(Cl)Cl.[C:17](Cl)(=[O:21])[C:18]([CH3:20])=[CH2:19].C(N(CC)CC)C. The catalyst is O. The product is [CH2:1]([O:3][C:4]([C:5]([F:11])([F:10])[CH:6]([O:9][C:17](=[O:21])[C:18]([CH3:20])=[CH2:19])[CH2:7][CH3:8])=[O:12])[CH3:2]. The yield is 0.660. (4) The catalyst is O1CCCC1. The reactants are [CH3:1][C:2]1[O:3][C:4]2[CH:10]=[C:9]([OH:11])[CH:8]=[CH:7][C:5]=2[N:6]=1.C(N(CC)CC)C.[C:19](Cl)(=[O:21])[CH3:20]. The yield is 0.900. The product is [C:19]([O:11][C:9]1[CH:8]=[CH:7][C:5]2[N:6]=[C:2]([CH3:1])[O:3][C:4]=2[CH:10]=1)(=[O:21])[CH3:20]. (5) The reactants are [F:1][C:2]1[CH:7]=[C:6]([O:8][CH3:9])[C:5]([O:10]C)=[CH:4][C:3]=1[F:12].[Cl-].[Al+3].[Cl-].[Cl-].C(OCC)C. The catalyst is C(Cl)Cl. The product is [F:1][C:2]1[C:3]([F:12])=[CH:4][C:5]([OH:10])=[C:6]([O:8][CH3:9])[CH:7]=1. The yield is 0.820. (6) The reactants are [CH:1]([NH2:4])([CH3:3])[CH3:2].C[Al](C)C.C([O:11][C:12]([C:14]1[S:18][C:17]([O:19][CH2:20][C:21]2[C:22]([C:27]3[CH:32]=[CH:31][CH:30]=[CH:29][CH:28]=3)=[N:23][O:24][C:25]=2[CH3:26])=[N:16][CH:15]=1)=O)C. The catalyst is O1CCOCC1.C1(C)C=CC=CC=1. The product is [CH:1]([NH:4][C:12]([C:14]1[S:18][C:17]([O:19][CH2:20][C:21]2[C:22]([C:27]3[CH:32]=[CH:31][CH:30]=[CH:29][CH:28]=3)=[N:23][O:24][C:25]=2[CH3:26])=[N:16][CH:15]=1)=[O:11])([CH3:3])[CH3:2]. The yield is 0.690. (7) The reactants are [OH:1][C:2]1[CH:11]=[C:10]2[C:5]([C:6]([O:12][C:13]3[C:14]([CH3:23])=[N:15][C:16]4[C:21]([CH:22]=3)=[CH:20][N:19]=[CH:18][CH:17]=4)=[CH:7][CH:8]=[N:9]2)=[CH:4][C:3]=1[O:24][CH3:25].C1(P(C2C=CC=CC=2)C2C=CC=CC=2)C=CC=CC=1.CC1(C)[O:51][CH2:50][CH:49]([CH2:52]O)[CH2:48][O:47]1.S(=O)(=O)(O)O.[OH-].[Na+]. The catalyst is O1CCCC1.O. The product is [CH3:25][O:24][C:3]1[CH:4]=[C:5]2[C:10](=[CH:11][C:2]=1[O:1][CH2:52][CH:49]([CH2:50][OH:51])[CH2:48][OH:47])[N:9]=[CH:8][CH:7]=[C:6]2[O:12][C:13]1[C:14]([CH3:23])=[N:15][C:16]2[C:21]([CH:22]=1)=[CH:20][N:19]=[CH:18][CH:17]=2. The yield is 0.630.